Dataset: Forward reaction prediction with 1.9M reactions from USPTO patents (1976-2016). Task: Predict the product of the given reaction. (1) The product is: [CH2:27]([O:26][C:15]1[C:16]([CH2:24][CH3:25])=[CH:17][C:18]2[CH:19]3[CH:10]([CH2:11][CH2:12][C:13]=2[CH:14]=1)[CH:9]1[C:22]([CH3:23])([C:6](=[CH:5][CH2:4][OH:3])[CH2:7][CH2:8]1)[CH2:21][CH2:20]3)[C:28]1[CH:29]=[CH:30][CH:31]=[CH:32][CH:33]=1. Given the reactants C([O:3][C:4](=O)[CH:5]=[C:6]1[C:22]2([CH3:23])[CH:9]([CH:10]3[CH:19]([CH2:20][CH2:21]2)[C:18]2[CH:17]=[C:16]([CH2:24][CH3:25])[C:15]([O:26][CH2:27][C:28]4[CH:33]=[CH:32][CH:31]=[CH:30][CH:29]=4)=[CH:14][C:13]=2[CH2:12][CH2:11]3)[CH2:8][CH2:7]1)C.[H-].[H-].[H-].[H-].[Li+].[Al+3], predict the reaction product. (2) Given the reactants C([S:4][CH:5]1[CH2:10][CH2:9][N:8]([CH:11]([C:17]2[CH:22]=[CH:21][CH:20]=[CH:19][C:18]=2[F:23])[C:12]([CH:14]2[CH2:16][CH2:15]2)=[O:13])[CH2:7]/[C:6]/1=[CH:24]\[C:25]1[CH:29]=[N:28][N:27]([CH2:30][CH2:31][CH2:32][C:33]([O:35][CH2:36][CH3:37])=[O:34])[N:26]=1)(=O)C.[ClH:38].C(=O)([O-])O.[Na+], predict the reaction product. The product is: [ClH:38].[CH:14]1([C:12](=[O:13])[CH:11]([N:8]2[CH2:9][CH2:10][CH:5]([SH:4])/[C:6](=[CH:24]/[C:25]3[CH:29]=[N:28][N:27]([CH2:30][CH2:31][CH2:32][C:33]([O:35][CH2:36][CH3:37])=[O:34])[N:26]=3)/[CH2:7]2)[C:17]2[CH:22]=[CH:21][CH:20]=[CH:19][C:18]=2[F:23])[CH2:15][CH2:16]1. (3) Given the reactants [Cl:1][C:2]1[N:7]=[N:6][C:5]([NH2:8])=[CH:4][CH:3]=1.Br[CH2:10][C:11]([C:13]1[CH:18]=[CH:17][C:16]([CH2:19][CH3:20])=[C:15]([N+:21]([O-:23])=[O:22])[CH:14]=1)=O, predict the reaction product. The product is: [Cl:1][C:2]1[CH:3]=[CH:4][C:5]2[N:6]([CH:10]=[C:11]([C:13]3[CH:18]=[CH:17][C:16]([CH2:19][CH3:20])=[C:15]([N+:21]([O-:23])=[O:22])[CH:14]=3)[N:8]=2)[N:7]=1. (4) Given the reactants [CH2:1]([C:3]1[CH:8]=[CH:7][C:6]([C:9]2[C:10]([CH2:14][OH:15])=[CH:11][S:12][CH:13]=2)=[CH:5][CH:4]=1)[CH3:2].O[C:17]1[CH:22]=[CH:21][C:20]([CH2:23][CH2:24][C:25]([O:27]CC)=[O:26])=[C:19]([CH3:30])[C:18]=1[CH3:31].C(C1C=CC(C2C=C(C(F)(F)F)SC=2COC2C=CC(CCC(OCC)=O)=C(C)C=2C)=CC=1)C, predict the reaction product. The product is: [CH2:1]([C:3]1[CH:4]=[CH:5][C:6]([C:9]2[C:10]([CH2:14][O:15][C:17]3[CH:22]=[CH:21][C:20]([CH2:23][CH2:24][C:25]([OH:27])=[O:26])=[C:19]([CH3:30])[C:18]=3[CH3:31])=[CH:11][S:12][CH:13]=2)=[CH:7][CH:8]=1)[CH3:2]. (5) Given the reactants [NH2:1][CH2:2][CH:3]1[CH2:8][CH2:7][CH2:6][N:5]([C:9]2[C:18]3[C:13](=[CH:14][CH:15]=[CH:16][CH:17]=3)[C:12]([C:19]#[N:20])=[CH:11][CH:10]=2)[CH2:4]1.C(N(CC)CC)C.[C:28](Cl)(=[O:30])[CH3:29], predict the reaction product. The product is: [C:19]([C:12]1[C:13]2[C:18](=[CH:17][CH:16]=[CH:15][CH:14]=2)[C:9]([N:5]2[CH2:6][CH2:7][CH2:8][CH:3]([CH2:2][NH:1][C:28](=[O:30])[CH3:29])[CH2:4]2)=[CH:10][CH:11]=1)#[N:20]. (6) Given the reactants [CH3:1][C:2]1[N:7]=[C:6]([C:8]2[N:13]=[CH:12][C:11]3[CH:14]=[N:15][N:16]([C:17]4[N:22]=[C:21]([C:23]5[CH2:24][CH2:25][N:26]([C:29]([O:31][C:32]([CH3:35])([CH3:34])[CH3:33])=[O:30])[CH2:27][CH:28]=5)[CH:20]=[CH:19][CH:18]=4)[C:10]=3[CH:9]=2)[CH:5]=[N:4][CH:3]=1, predict the reaction product. The product is: [CH3:1][C:2]1[N:7]=[C:6]([C:8]2[N:13]=[CH:12][C:11]3[CH:14]=[N:15][N:16]([C:17]4[N:22]=[C:21]([CH:23]5[CH2:28][CH2:27][N:26]([C:29]([O:31][C:32]([CH3:35])([CH3:34])[CH3:33])=[O:30])[CH2:25][CH2:24]5)[CH:20]=[CH:19][CH:18]=4)[C:10]=3[CH:9]=2)[CH:5]=[N:4][CH:3]=1.